Dataset: Catalyst prediction with 721,799 reactions and 888 catalyst types from USPTO. Task: Predict which catalyst facilitates the given reaction. (1) Reactant: [CH:1]([C:3]1[CH:17]=[CH:16][C:6]([O:7][C:8]2[CH:15]=[CH:14][C:11]([C:12]#[N:13])=[CH:10][CH:9]=2)=[CH:5][CH:4]=1)=[O:2].C(=O)([O-])[O-:19].[K+].[K+].OO. Product: [CH:1]([C:3]1[CH:17]=[CH:16][C:6]([O:7][C:8]2[CH:15]=[CH:14][C:11]([C:12]([NH2:13])=[O:19])=[CH:10][CH:9]=2)=[CH:5][CH:4]=1)=[O:2]. The catalyst class is: 6. (2) Reactant: [S:1]1[CH:5]=[CH:4][CH:3]=[C:2]1[C:6]([C:8]1[CH:17]=[CH:16][CH:15]=[CH:14][C:9]=1[C:10](OC)=[O:11])=O.O.[NH2:19][NH2:20]. Product: [S:1]1[CH:5]=[CH:4][CH:3]=[C:2]1[C:6]1[C:8]2[C:9](=[CH:14][CH:15]=[CH:16][CH:17]=2)[C:10](=[O:11])[NH:20][N:19]=1. The catalyst class is: 8. (3) Reactant: I[C:2]1[CH:6]=[CH:5][N:4]([C:7]2[CH:12]=[CH:11][N:10]=[C:9]([O:13][CH3:14])[CH:8]=2)[N:3]=1.[OH:15][C@@:16]([C@H:25]1[O:30][CH2:29][CH2:28][NH:27][C:26]1=[O:31])([CH3:24])[C:17]([O:19][C:20]([CH3:23])([CH3:22])[CH3:21])=[O:18].P([O-])([O-])([O-])=O.[K+].[K+].[K+].CN(C)[C@@H]1CCCC[C@H]1N. Product: [OH:15][C@@:16]([C@H:25]1[O:30][CH2:29][CH2:28][N:27]([C:2]2[CH:6]=[CH:5][N:4]([C:7]3[CH:12]=[CH:11][N:10]=[C:9]([O:13][CH3:14])[CH:8]=3)[N:3]=2)[C:26]1=[O:31])([CH3:24])[C:17]([O:19][C:20]([CH3:21])([CH3:22])[CH3:23])=[O:18]. The catalyst class is: 509. (4) Reactant: [CH2:1]([O:8][CH2:9][N:10]1[C:18]2[C:17]([O:19][CH3:20])=[N:16][CH:15]=[N:14][C:13]=2[C:12]([C@H:21]2[C@H:25]([OH:26])[C@H:24]([OH:27])[C@@H:23]([CH2:28][OH:29])[N:22]2[C:30]([O:32][C:33]([CH3:36])([CH3:35])[CH3:34])=[O:31])=[CH:11]1)[C:2]1[CH:7]=[CH:6][CH:5]=[CH:4][CH:3]=1.N1C=CN=C1.Cl[Si:43]([CH:56]([CH3:58])[CH3:57])([CH:53]([CH3:55])[CH3:54])[O:44][Si:45](Cl)([CH:49]([CH3:51])[CH3:50])[CH:46]([CH3:48])[CH3:47]. Product: [CH2:1]([O:8][CH2:9][N:10]1[C:18]2[C:17]([O:19][CH3:20])=[N:16][CH:15]=[N:14][C:13]=2[C:12]([C@@H:21]2[N:22]([C:30]([O:32][C:33]([CH3:36])([CH3:35])[CH3:34])=[O:31])[C@@H:23]3[CH2:28][O:29][Si:43]([CH:53]([CH3:55])[CH3:54])([CH:56]([CH3:58])[CH3:57])[O:44][Si:45]([CH:49]([CH3:51])[CH3:50])([CH:46]([CH3:47])[CH3:48])[O:27][C@H:24]3[C@H:25]2[OH:26])=[CH:11]1)[C:2]1[CH:7]=[CH:6][CH:5]=[CH:4][CH:3]=1. The catalyst class is: 39. (5) Reactant: [CH2:1]([N:8]1[CH:17]=[C:16](I)[C:15]2[C:10](=[CH:11][CH:12]=[N:13][CH:14]=2)[C:9]1=[O:19])[C:2]1[CH:7]=[CH:6][CH:5]=[CH:4][CH:3]=1.[CH3:20][C:21]1[C:25](B(O)O)=[C:24]([CH3:29])[O:23][N:22]=1.C([O-])([O-])=O.[Na+].[Na+]. Product: [CH2:1]([N:8]1[CH:17]=[C:16]([C:25]2[C:21]([CH3:20])=[N:22][O:23][C:24]=2[CH3:29])[C:15]2[C:10](=[CH:11][CH:12]=[N:13][CH:14]=2)[C:9]1=[O:19])[C:2]1[CH:7]=[CH:6][CH:5]=[CH:4][CH:3]=1. The catalyst class is: 460. (6) Reactant: [NH2:1][C:2]1[C:3]([O:16]C)=[C:4]([C:8]2[S:12][C:11]([C:13]([OH:15])=[O:14])=[CH:10][CH:9]=2)[CH:5]=[CH:6][CH:7]=1.B(Br)(Br)[Br:19].CO. Product: [BrH:19].[NH2:1][C:2]1[C:3]([OH:16])=[C:4]([C:8]2[S:12][C:11]([C:13]([OH:15])=[O:14])=[CH:10][CH:9]=2)[CH:5]=[CH:6][CH:7]=1. The catalyst class is: 4. (7) Reactant: [OH:1][CH2:2][CH2:3][CH2:4][C@H:5]([NH:15][C:16](=[O:22])[O:17][CH2:18][CH:19]([CH3:21])[CH3:20])[CH2:6][NH:7][C:8](=[O:14])[O:9][CH2:10][CH:11]([CH3:13])[CH3:12].C(N(CC)CC)C.[CH3:30][S:31](Cl)(=[O:33])=[O:32].C(O)(=O)CC(CC(O)=O)(C(O)=O)O. Product: [CH3:30][S:31]([O:1][CH2:2][CH2:3][CH2:4][C@H:5]([NH:15][C:16]([O:17][CH2:18][CH:19]([CH3:21])[CH3:20])=[O:22])[CH2:6][NH:7][C:8]([O:9][CH2:10][CH:11]([CH3:12])[CH3:13])=[O:14])(=[O:33])=[O:32]. The catalyst class is: 2. (8) The catalyst class is: 70. Reactant: Br[C:2]1[N:3]=[C:4]([C@@H:15]([NH:19][S:20]([C:22]([CH3:25])([CH3:24])[CH3:23])=[O:21])[CH2:16][CH:17]=[CH2:18])[N:5]([CH2:7][O:8][CH2:9][CH2:10][Si:11]([CH3:14])([CH3:13])[CH3:12])[CH:6]=1.[F:26][C:27]1[CH:28]=[CH:29][C:30]([N+:36]([O-:38])=[O:37])=[C:31](B(O)O)[CH:32]=1.C(=O)([O-])[O-].[K+].[K+]. Product: [F:26][C:27]1[CH:32]=[CH:31][C:30]([N+:36]([O-:38])=[O:37])=[C:29]([C:2]2[N:3]=[C:4]([C@@H:15]([NH:19][S:20]([C:22]([CH3:25])([CH3:24])[CH3:23])=[O:21])[CH2:16][CH:17]=[CH2:18])[N:5]([CH2:7][O:8][CH2:9][CH2:10][Si:11]([CH3:14])([CH3:13])[CH3:12])[CH:6]=2)[CH:28]=1.